Task: Regression. Given two drug SMILES strings and cell line genomic features, predict the synergy score measuring deviation from expected non-interaction effect.. Dataset: NCI-60 drug combinations with 297,098 pairs across 59 cell lines (1) Cell line: UACC62. Drug 2: C(=O)(N)NO. Synergy scores: CSS=49.0, Synergy_ZIP=-3.50, Synergy_Bliss=-2.41, Synergy_Loewe=-40.2, Synergy_HSA=-0.273. Drug 1: CCC1=CC2CC(C3=C(CN(C2)C1)C4=CC=CC=C4N3)(C5=C(C=C6C(=C5)C78CCN9C7C(C=CC9)(C(C(C8N6C)(C(=O)OC)O)OC(=O)C)CC)OC)C(=O)OC.C(C(C(=O)O)O)(C(=O)O)O. (2) Drug 1: C1=CN(C(=O)N=C1N)C2C(C(C(O2)CO)O)O.Cl. Drug 2: CC1=C(C=C(C=C1)NC(=O)C2=CC=C(C=C2)CN3CCN(CC3)C)NC4=NC=CC(=N4)C5=CN=CC=C5. Cell line: KM12. Synergy scores: CSS=11.8, Synergy_ZIP=-10.7, Synergy_Bliss=-4.26, Synergy_Loewe=-13.6, Synergy_HSA=-2.45. (3) Drug 1: C1C(C(OC1N2C=NC3=C(N=C(N=C32)Cl)N)CO)O. Drug 2: CC(C)CN1C=NC2=C1C3=CC=CC=C3N=C2N. Cell line: BT-549. Synergy scores: CSS=55.2, Synergy_ZIP=1.36, Synergy_Bliss=-0.802, Synergy_Loewe=-6.41, Synergy_HSA=-1.91.